From a dataset of Forward reaction prediction with 1.9M reactions from USPTO patents (1976-2016). Predict the product of the given reaction. Given the reactants [Br:1][C:2]1[N:7]=[CH:6][C:5]([CH:8]2[N:12]([C:13]3[CH:18]=[CH:17][CH:16]=[CH:15][C:14]=3[Cl:19])[N:11]=[C:10]([C:20]([OH:22])=O)[CH2:9]2)=[CH:4][CH:3]=1.S(Cl)([Cl:25])=O, predict the reaction product. The product is: [Br:1][C:2]1[N:7]=[CH:6][C:5]([CH:8]2[N:12]([C:13]3[CH:18]=[CH:17][CH:16]=[CH:15][C:14]=3[Cl:19])[N:11]=[C:10]([C:20]([Cl:25])=[O:22])[CH2:9]2)=[CH:4][CH:3]=1.